From a dataset of Catalyst prediction with 721,799 reactions and 888 catalyst types from USPTO. Predict which catalyst facilitates the given reaction. Reactant: [H-].[Na+].[I-].[K+].[CH3:5][C:6]([CH3:10])([CH3:9])[CH2:7][OH:8].Cl[CH2:12][C:13]1[CH:24]=[CH:23][C:16]([C:17]([N:19]([O:21][CH3:22])[CH3:20])=[O:18])=[CH:15][CH:14]=1.[Cl-].[NH4+]. The catalyst class is: 348. Product: [CH3:5][C:6]([CH3:10])([CH3:9])[CH2:7][O:8][CH2:12][C:13]1[CH:14]=[CH:15][C:16]([C:17]([N:19]([O:21][CH3:22])[CH3:20])=[O:18])=[CH:23][CH:24]=1.